Dataset: Catalyst prediction with 721,799 reactions and 888 catalyst types from USPTO. Task: Predict which catalyst facilitates the given reaction. (1) Reactant: [CH:1]1([C:13]2[C:14](=[O:29])[NH:15][C:16](=[O:28])[C:17]=2[C:18]2[CH:27]=[CH:26][CH:25]=[C:24]3[C:19]=2[CH:20]=[CH:21][N:22]=[CH:23]3)[C:10]2[C:5]3=[C:6]([CH2:11][CH2:12][N:4]3[CH:3]=[N:2]1)[CH:7]=[CH:8][CH:9]=2.[CH2:30]=O.[OH-].[Na+]. Product: [CH3:30][CH:12]1[N:4]2[C:5]3[C:10]([CH:1]([C:13]4[C:14](=[O:29])[NH:15][C:16](=[O:28])[C:17]=4[C:18]4[CH:27]=[CH:26][CH:25]=[C:24]5[C:19]=4[CH:20]=[CH:21][N:22]=[CH:23]5)[N:2]=[CH:3]2)=[CH:9][CH:8]=[CH:7][C:6]=3[CH2:11]1. The catalyst class is: 875. (2) Reactant: FC(F)(F)S([O:6][Si:7]([C:10]([CH3:13])([CH3:12])[CH3:11])([CH3:9])[CH3:8])(=O)=O.[CH2:16]([N:23]1[CH:28]2[CH:29]([C:31]#[N:32])[CH2:30][C:24]1([C:34]1[CH:39]=[CH:38][CH:37]=[CH:36][CH:35]=1)[CH:25](O)[CH2:26][CH2:27]2)[C:17]1[CH:22]=[CH:21][CH:20]=[CH:19][CH:18]=1.C(N(CC)CC)C. Product: [CH2:16]([N:23]1[C@@H:28]2[C@@H:29]([C:31]#[N:32])[CH2:30][C@@:24]1([C:34]1[CH:39]=[CH:38][CH:37]=[CH:36][CH:35]=1)[C@H:25]([O:6][Si:7]([C:10]([CH3:13])([CH3:12])[CH3:11])([CH3:9])[CH3:8])[CH2:26][CH2:27]2)[C:17]1[CH:18]=[CH:19][CH:20]=[CH:21][CH:22]=1. The catalyst class is: 4. (3) Reactant: C(OC([N:8]([C:16]1[C:20]2[CH:21]=[C:22]([Cl:35])[C:23]([CH2:25][O:26][C:27]3[CH:32]=[CH:31][C:30]([Cl:33])=[C:29]([F:34])[CH:28]=3)=[CH:24][C:19]=2[O:18][N:17]=1)C(=O)OC(C)(C)C)=O)(C)(C)C.FC(F)(F)C(O)=O. Product: [Cl:35][C:22]1[C:23]([CH2:25][O:26][C:27]2[CH:32]=[CH:31][C:30]([Cl:33])=[C:29]([F:34])[CH:28]=2)=[CH:24][C:19]2[O:18][N:17]=[C:16]([NH2:8])[C:20]=2[CH:21]=1. The catalyst class is: 2. (4) Product: [C:1]([NH:8][C@@H:9]1[C:15](=[O:16])[N:14]2[C@H:17]([C:21]([O:23][C:24]([CH3:25])([CH3:27])[CH3:26])=[O:22])[CH2:18][CH2:19][CH2:20][N:13]2[C:12](=[O:28])[CH2:11][CH2:10]1)(=[O:3])[CH3:2]. The catalyst class is: 25. Reactant: [C:1](OC(=O)C)(=[O:3])[CH3:2].[NH2:8][CH:9]1[C:15](=[O:16])[N:14]2[CH:17]([C:21]([O:23][C:24]([CH3:27])([CH3:26])[CH3:25])=[O:22])[CH2:18][CH2:19][CH2:20][N:13]2[C:12](=[O:28])[CH2:11][CH2:10]1.C(N(C(C)C)CC)(C)C.C(Cl)Cl. (5) Reactant: [CH2:1]([O:3][C:4]([C:6]([CH3:35])([O:8][C:9]1[CH:14]=[CH:13][C:12]([CH2:15][CH2:16][CH2:17][C:18]([NH:20][N:21]([CH2:28][C:29]2[CH:34]=[CH:33][CH:32]=[CH:31][CH:30]=2)[C:22]([NH:24][CH2:25][CH2:26][CH3:27])=[O:23])=[O:19])=[CH:11][CH:10]=1)[CH3:7])=[O:5])[CH3:2].C(OC(=O)C(OC1C=CC(CCCC2N(CCC)C(=O)N(CC3C=CC=CC=3)N=2)=CC=1)(C)C)C.C12(CS(O)(=O)=O)C(C)(C)C(CC1)CC2=O. Product: [CH2:1]([O:3][C:4]([C:6]([CH3:35])([O:8][C:9]1[CH:14]=[CH:13][C:12]([CH2:15][CH2:16][CH2:17][C:18]([NH:20][N:21]([CH2:28][C:29]2[CH:30]=[CH:31][CH:32]=[CH:33][CH:34]=2)[C:22]([NH:24][CH2:25][CH2:26][CH3:27])=[O:23])=[O:19])=[CH:11][CH:10]=1)[CH3:7])=[O:5])[CH3:2]. The catalyst class is: 13. (6) Reactant: [C:1]([C:14]([O-:16])=[O:15])([C:11]([O-:13])=[O:12])([C:6]([O:8]CC)=[O:7])[CH2:2][C:3]([O-:5])=[O:4].[OH-].[K+].[N+]([O-])(O)=O.[N+]([O-])([O-])=O.[Ag+:27]. Product: [C:1]([C:11]([O-:13])=[O:12])([C:6]([O-:8])=[O:7])([C:14]([O-:16])=[O:15])[CH2:2][C:3]([O-:5])=[O:4].[Ag+:27].[Ag+:27].[Ag+:27].[Ag+:27]. The catalyst class is: 6. (7) The catalyst class is: 423. Product: [CH2:1]([O:3][C:4](=[O:21])[CH2:5][C:6]1[CH:11]=[CH:10][C:9]([NH:12][C:13]([C:15]2[CH:19]=[C:18]([C:30]3[CH:35]=[CH:34][C:33]([OH:36])=[CH:32][CH:31]=3)[O:17][CH:16]=2)=[O:14])=[CH:8][CH:7]=1)[CH3:2]. Reactant: [CH2:1]([O:3][C:4](=[O:21])[CH2:5][C:6]1[CH:11]=[CH:10][C:9]([NH:12][C:13]([C:15]2[CH:19]=[C:18](Br)[O:17][CH:16]=2)=[O:14])=[CH:8][CH:7]=1)[CH3:2].CC1(C)C(C)(C)OB([C:30]2[CH:35]=[CH:34][C:33]([OH:36])=[CH:32][CH:31]=2)O1.C(=O)([O-])[O-].[Cs+].[Cs+]. (8) Reactant: [CH3:1][C:2]1([CH2:6][OH:7])[CH2:5][CH2:4][CH2:3]1.C(N(CC)CC)C.Cl.CN(C)C.[C:20]1([CH3:30])[CH:25]=[CH:24][C:23]([S:26](Cl)(=[O:28])=[O:27])=[CH:22][CH:21]=1. Product: [CH3:1][C:2]1([CH2:6][O:7][S:26]([C:23]2[CH:24]=[CH:25][C:20]([CH3:30])=[CH:21][CH:22]=2)(=[O:28])=[O:27])[CH2:5][CH2:4][CH2:3]1. The catalyst class is: 2.